This data is from Experimentally validated miRNA-target interactions with 360,000+ pairs, plus equal number of negative samples. The task is: Binary Classification. Given a miRNA mature sequence and a target amino acid sequence, predict their likelihood of interaction. (1) The miRNA is hsa-miR-4536-3p with sequence UCGUGCAUAUAUCUACCACAU. The protein sequence of the target gene is MASFVTEVLAHSGSLEKEDLGTRISRLTRRVEEIKGEVCNMISKKYSEFLPTMQSAQALVTQVDTLSNDIDQLKSRIETEVCRDLHISTVEFTNLKQQLERDSVVLTLLKQLQEFSSAIEEYNSALAEKKYIPAARHLEEAQECLKLLKSRKCFDLKMLKSLSMELTVQKQNILYHLGEDWQKLVVWKFPPAKDTSSLESCLQTELHLCTEQPEKEDMTPLPSISSVLLAFSILGELPTKLKSFGQMLLKYILKPLVTCPSLHAVIERQPSSVSICFESLTTDLEHPSPPEAFAKIRLVL.... Result: 0 (no interaction). (2) The miRNA is hsa-miR-455-5p with sequence UAUGUGCCUUUGGACUACAUCG. The protein sequence of the target gene is MTDMAGLMERLERAVIRLEQLSAGLDGPPRGCGEVNGVNGGVAPSVEAFDKLINSMVAEFLKNSRVLAGDVETHAEMVHGAFQAQRAFLLMVSQYQQPQENEVAVLLKPISEKIQEIQTFRERNRGSNMFNHLSAVSESIAALGWIAVSPKPGPYVKEMNDAATFYTNRVLKDYKHSDLRHVDWVRSYLNIWSELQAYIREHHTTGLTWSKTGPVASTASAFSILSSGPGLPPPPPPPPPPGPPPPFENEDKKEEPSPSRSALFAQLNQGEAITKGLRHVTDDKKTYKNPSLRAQGQIRS.... Result: 0 (no interaction). (3) The protein sequence of the target gene is MRRAKSRRGPCEPVLRAPPPICYSPSSPVQILEDPAYFYPDLQLYSGRHEASTLTVEASGGLRGKSVEDPLSSFHSPNFLRTPEVEMRGSEDVASGRVLQRLIQEQLRYGTPTENMNLLAIQHQATGSAGPAHATTNFSSTETLTQEDPQMVYQSARQEPQGQEHQGDNTVMEKQVRSTQPQQNNEELPTYEEAKAQSQFFRGQQQQQQQQQQQQQQQQQQGQGPLSHTYYMAGGTSQKSRTEGRPTVNRANSGQAHKDEALKELKQGHVRSLSERIMQLSLERNGAKQHLPSSGNGKSF.... Result: 0 (no interaction). The miRNA is hsa-miR-6783-5p with sequence UAGGGGAAAAGUCCUGAUCCGG. (4) The miRNA is dme-miR-1-3p with sequence UGGAAUGUAAAGAAGUAUGGAG. The protein sequence of the target gene is MARQDRLRELLGPLHPYKSDDEEEDCAQEEEGEQEEEFVDAEELCSGGIKAGSLPGRARVSIPDEYTKEKCTVYGRFPLKGPWWRVKVQVLKPQRSRSYQVQGFPAYFLQVDMSPPDQKQICSLFLKECNLASERIQEFLKWVEKVSSFENLHFENLWETLRLFYRETEKKDKKLSTPREQQGEEMRVEKSFAFISAMVALQFPKVMEFLPSLFPRHFKRLISSSSDWVLGCIEDVLGTQPWKLGFRRITYREMKLVRCEASWTAFSQCPSLLQLMTPLQKNALVIYSKLRQTCREDGHT.... Result: 0 (no interaction).